Dataset: Catalyst prediction with 721,799 reactions and 888 catalyst types from USPTO. Task: Predict which catalyst facilitates the given reaction. Reactant: O.[OH-].[Li+].C([O:6][C:7](=[O:35])[CH:8]([O:32][CH2:33][CH3:34])[CH2:9][C:10]1[CH:15]=[CH:14][C:13]([O:16][CH2:17][CH2:18][C:19]2[CH:24]=[CH:23][C:22]([N:25]([C:27](=[O:31])[CH:28]([CH3:30])[CH3:29])[CH3:26])=[CH:21][CH:20]=2)=[CH:12][CH:11]=1)C.Cl. Product: [CH2:33]([O:32][CH:8]([CH2:9][C:10]1[CH:15]=[CH:14][C:13]([O:16][CH2:17][CH2:18][C:19]2[CH:24]=[CH:23][C:22]([N:25]([C:27](=[O:31])[CH:28]([CH3:30])[CH3:29])[CH3:26])=[CH:21][CH:20]=2)=[CH:12][CH:11]=1)[C:7]([OH:35])=[O:6])[CH3:34]. The catalyst class is: 132.